From a dataset of Full USPTO retrosynthesis dataset with 1.9M reactions from patents (1976-2016). Predict the reactants needed to synthesize the given product. (1) Given the product [ClH:26].[F:1][C:2]1[C:11]2[C:6](=[CH:7][CH:8]=[CH:9][C:10]=2[NH:12][CH:13]2[CH2:18][CH2:17][NH:16][CH2:15][CH2:14]2)[CH:5]=[N:4][CH:3]=1, predict the reactants needed to synthesize it. The reactants are: [F:1][C:2]1[C:11]2[C:6](=[CH:7][CH:8]=[CH:9][C:10]=2[NH:12][CH:13]2[CH2:18][CH2:17][N:16](C(OC(C)(C)C)=O)[CH2:15][CH2:14]2)[CH:5]=[N:4][CH:3]=1.[ClH:26].CO. (2) Given the product [Cl:2][C:3]1[CH:8]=[CH:7][CH:6]=[CH:5][C:4]=1[N:9]1[CH:13]([C:14]2[CH:19]=[CH:18][CH:17]=[C:16]([N:20]3[CH2:25][CH2:24][N:23]([S:41]([CH3:40])(=[O:43])=[O:42])[CH2:22][CH2:21]3)[CH:15]=2)[CH2:12][C:11]([C:26]([F:32])([F:31])[C:27]([F:29])([F:30])[F:28])=[N:10]1, predict the reactants needed to synthesize it. The reactants are: Cl.[Cl:2][C:3]1[CH:8]=[CH:7][CH:6]=[CH:5][C:4]=1[N:9]1[CH:13]([C:14]2[CH:19]=[CH:18][CH:17]=[C:16]([N:20]3[CH2:25][CH2:24][NH:23][CH2:22][CH2:21]3)[CH:15]=2)[CH2:12][C:11]([C:26]([F:32])([F:31])[C:27]([F:30])([F:29])[F:28])=[N:10]1.C(N(CC)CC)C.[CH3:40][S:41](Cl)(=[O:43])=[O:42]. (3) Given the product [N+:5]([C:8]1[CH:13]=[CH:12][C:11]([C:14]2[O:21][C:20]3[CH:19]=[C:18]4[N:17]([C:1](=[S:2])[NH:25][NH:24][C:22]4=[O:23])[C:16]=3[CH:15]=2)=[CH:10][CH:9]=1)([O-:7])=[O:6], predict the reactants needed to synthesize it. The reactants are: [C:1](Cl)(Cl)=[S:2].[N+:5]([C:8]1[CH:13]=[CH:12][C:11]([C:14]2[O:21][C:20]3[CH:19]=[C:18]([C:22]([NH:24][NH2:25])=[O:23])[NH:17][C:16]=3[CH:15]=2)=[CH:10][CH:9]=1)([O-:7])=[O:6].C([O-])([O-])=O.[Na+].[Na+].C(OCC)(=O)C. (4) Given the product [Cl:25][CH2:26][C:27]1[O:20][C:19]([C:16]2[CH:17]=[CH:18][C:13]3[O:12][CH:11]=[C:10]([C:6]4[CH:7]=[CH:8][CH:9]=[C:4]([O:3][C:2]([F:23])([F:1])[F:24])[CH:5]=4)[C:14]=3[CH:15]=2)=[N:21][N:22]=1, predict the reactants needed to synthesize it. The reactants are: [F:1][C:2]([F:24])([F:23])[O:3][C:4]1[CH:5]=[C:6]([C:10]2[C:14]3[CH:15]=[C:16]([C:19]([NH:21][NH2:22])=[O:20])[CH:17]=[CH:18][C:13]=3[O:12][CH:11]=2)[CH:7]=[CH:8][CH:9]=1.[Cl:25][CH2:26][C:27](OC)(OC)OC. (5) Given the product [CH3:11][O:10][C:8]1[CH:7]=[CH:6][C:3]([CH3:4])=[C:2]([OH:1])[CH:9]=1, predict the reactants needed to synthesize it. The reactants are: [OH:1][C:2]1[CH:9]=[C:8]([O:10][CH3:11])[CH:7]=[CH:6][C:3]=1[CH:4]=O.C([O-])=O.[NH4+]. (6) Given the product [C:45]([C:42]([C:38]1[CH:37]=[C:36]([C:35]([NH:34][C:29]2[CH:30]=[CH:31][C:32]([CH3:33])=[C:27]([CH:28]=2)[O:26][C:24]2[CH:23]=[CH:22][C:21]3[N:20]([N:19]=[C:18]([NH:17][C:8]([C:5]4[CH:6]=[N:7][C:2]([CH3:1])=[CH:3][CH:4]=4)=[O:10])[N:48]=3)[CH:25]=2)=[O:47])[CH:41]=[CH:40][CH:39]=1)([CH3:44])[CH3:43])#[N:46], predict the reactants needed to synthesize it. The reactants are: [CH3:1][C:2]1[N:7]=[CH:6][C:5]([C:8]([OH:10])=O)=[CH:4][CH:3]=1.C(Cl)(=O)C(Cl)=O.[NH2:17][C:18]1[N:48]=[C:21]2[CH:22]=[CH:23][C:24]([O:26][C:27]3[CH:28]=[C:29]([NH:34][C:35](=[O:47])[C:36]4[CH:41]=[CH:40][CH:39]=[C:38]([C:42]([C:45]#[N:46])([CH3:44])[CH3:43])[CH:37]=4)[CH:30]=[CH:31][C:32]=3[CH3:33])=[CH:25][N:20]2[N:19]=1.C(=O)([O-])O.[Na+].